Dataset: Forward reaction prediction with 1.9M reactions from USPTO patents (1976-2016). Task: Predict the product of the given reaction. (1) Given the reactants [CH3:1][O:2][C:3]1[CH:8]=[CH:7][C:6]([OH:9])=[CH:5][CH:4]=1.Cl[C:11]1[N:12]=[C:13]([OH:21])[C:14]2[CH:20]=[CH:19][N:18]=[CH:17][C:15]=2[N:16]=1, predict the reaction product. The product is: [CH3:1][O:2][C:3]1[CH:8]=[CH:7][C:6]([O:9][C:11]2[N:12]=[C:13]([OH:21])[C:14]3[CH:20]=[CH:19][N:18]=[CH:17][C:15]=3[N:16]=2)=[CH:5][CH:4]=1. (2) Given the reactants [CH3:1][O:2][C:3](=[O:25])[CH2:4][C:5]1[CH:6]=[C:7]([C:13]2[CH:18]=[CH:17][C:16]([C:19]([F:22])([F:21])[F:20])=[CH:15][C:14]=2[CH2:23]Br)[C:8]([O:11][CH3:12])=[CH:9][CH:10]=1.[CH3:26][C:27]1[NH:28][CH2:29][CH2:30][N:31]=1.[H-].[Na+], predict the reaction product. The product is: [CH3:1][O:2][C:3](=[O:25])[CH2:4][C:5]1[CH:6]=[C:7]([C:13]2[CH:18]=[CH:17][C:16]([C:19]([F:22])([F:21])[F:20])=[CH:15][C:14]=2[CH2:23][N:31]2[CH2:30][CH2:29][N:28]=[C:27]2[CH3:26])[C:8]([O:11][CH3:12])=[CH:9][CH:10]=1. (3) Given the reactants [CH2:1]([O:8][C:9]([CH2:11]P(=O)(OC)OC)=[O:10])[C:2]1[CH:7]=[CH:6][CH:5]=[CH:4][CH:3]=1.[H-].[Na+].[CH:20]([C:22]1[CH:23]=[C:24]([CH:32]=[CH:33][CH:34]=1)[C:25]([O:27][C:28]([CH3:31])([CH3:30])[CH3:29])=[O:26])=O.O, predict the reaction product. The product is: [CH2:1]([O:8][C:9](=[O:10])/[CH:11]=[CH:20]/[C:22]1[CH:23]=[C:24]([CH:32]=[CH:33][CH:34]=1)[C:25]([O:27][C:28]([CH3:31])([CH3:29])[CH3:30])=[O:26])[C:2]1[CH:3]=[CH:4][CH:5]=[CH:6][CH:7]=1. (4) Given the reactants [CH:1]1([C@@H:7]([NH:9][C:10]([C:12]2[C:21]3[C:16](=[CH:17][CH:18]=[CH:19][CH:20]=3)[N:15]=[C:14]([C:22]3[S:23][CH:24]=[CH:25][CH:26]=3)[C:13]=2[CH2:27][N:28]2[CH2:33][CH2:32][N:31]([CH2:34][C:35](O)=[O:36])[C:30](=[O:38])[CH2:29]2)=[O:11])[CH3:8])[CH2:6][CH2:5][CH2:4][CH2:3][CH2:2]1.[NH:39]1[CH2:43][CH2:42][CH2:41][C@@H:40]1[CH2:44][OH:45], predict the reaction product. The product is: [CH:1]1([C@@H:7]([NH:9][C:10]([C:12]2[C:21]3[C:16](=[CH:17][CH:18]=[CH:19][CH:20]=3)[N:15]=[C:14]([C:22]3[S:23][CH:24]=[CH:25][CH:26]=3)[C:13]=2[CH2:27][N:28]2[CH2:33][CH2:32][N:31]([CH2:34][C:35]([N:39]3[CH2:43][CH2:42][CH2:41][C@@H:40]3[CH2:44][OH:45])=[O:36])[C:30](=[O:38])[CH2:29]2)=[O:11])[CH3:8])[CH2:6][CH2:5][CH2:4][CH2:3][CH2:2]1. (5) Given the reactants [CH2:1]([C:3]1[O:4][C:5]2[C:11]([CH2:12][OH:13])=[CH:10][C:9]([F:14])=[CH:8][C:6]=2[CH:7]=1)[CH3:2].[H-].[Na+].Cl[C:18]1[N:23]=[C:22]([C:24]([F:27])([F:26])[F:25])[C:21](/[CH:28]=[CH:29]/[C:30]([O:32][CH2:33][CH3:34])=[O:31])=[CH:20][CH:19]=1, predict the reaction product. The product is: [CH2:1]([C:3]1[O:4][C:5]2[C:11]([CH2:12][O:13][C:18]3[N:23]=[C:22]([C:24]([F:26])([F:27])[F:25])[C:21](/[CH:28]=[CH:29]/[C:30]([O:32][CH2:33][CH3:34])=[O:31])=[CH:20][CH:19]=3)=[CH:10][C:9]([F:14])=[CH:8][C:6]=2[CH:7]=1)[CH3:2].